From a dataset of Full USPTO retrosynthesis dataset with 1.9M reactions from patents (1976-2016). Predict the reactants needed to synthesize the given product. (1) Given the product [C:1]1([S:7][CH2:8][C:9]2[CH:10]=[CH:11][C:12]([CH:15]=[O:16])=[CH:13][CH:14]=2)[CH:2]=[CH:3][CH:4]=[CH:5][CH:6]=1, predict the reactants needed to synthesize it. The reactants are: [C:1]1([S:7][CH2:8][C:9]2[CH:14]=[CH:13][C:12]([CH2:15][OH:16])=[CH:11][CH:10]=2)[CH:6]=[CH:5][CH:4]=[CH:3][CH:2]=1. (2) Given the product [C:20]([NH:1][CH2:2][C:3]1[CH:15]=[C:14]2[C:6]([C:7]3[C:8]([Br:19])=[CH:9][CH:10]=[C:11]([C:16]([NH2:18])=[O:17])[C:12]=3[NH:13]2)=[CH:5][CH:4]=1)(=[O:22])[CH3:21], predict the reactants needed to synthesize it. The reactants are: [NH2:1][CH2:2][C:3]1[CH:15]=[C:14]2[C:6]([C:7]3[C:8]([Br:19])=[CH:9][CH:10]=[C:11]([C:16]([NH2:18])=[O:17])[C:12]=3[NH:13]2)=[CH:5][CH:4]=1.[C:20](OC(=O)C)(=[O:22])[CH3:21].